From a dataset of Reaction yield outcomes from USPTO patents with 853,638 reactions. Predict the reaction yield, written as a fraction of the theoretical maximum amount of product (1.0 means a 100% yield; for example, 0.34 means a 34% yield). (1) The reactants are [N+:1]([C:4]1[CH:9]=[CH:8][C:7]([S:10](Cl)(=[O:12])=[O:11])=[CH:6][CH:5]=1)([O-:3])=[O:2].[CH3:14][O:15][CH2:16][CH2:17][NH2:18]. The catalyst is C(Cl)Cl. The product is [CH3:14][O:15][CH2:16][CH2:17][NH:18][S:10]([C:7]1[CH:8]=[CH:9][C:4]([N+:1]([O-:3])=[O:2])=[CH:5][CH:6]=1)(=[O:12])=[O:11]. The yield is 0.920. (2) The reactants are [F:1][C:2]1[CH:3]=[C:4]2[C:9](=[O:10])[O:8][C:6](=O)[C:5]2=[CH:11][CH:12]=1.[CH:13]1([CH2:16][NH:17][CH2:18][C:19]([O:21][CH2:22][CH3:23])=[O:20])[CH2:15][CH2:14]1.C(=O)([O-])[O-].[K+].[K+].C(I)C.C(O)C.[O-]CC.[Na+].Cl. The catalyst is O1CCCC1.O. The product is [CH:13]1([CH2:16][N:17]2[C:18]([C:19]([O:21][CH2:22][CH3:23])=[O:20])=[C:6]([OH:8])[C:5]3[C:4](=[CH:3][C:2]([F:1])=[CH:12][CH:11]=3)[C:9]2=[O:10])[CH2:14][CH2:15]1. The yield is 0.286. (3) The reactants are [CH3:1][N:2]1[CH2:7][CH2:6][N:5]([C:8]2[CH:9]=[CH:10][C:11]([C:14]([O:16]C)=[O:15])=[N:12][CH:13]=2)[CH2:4][CH2:3]1.CO.[OH-].[Li+]. The catalyst is O. The product is [CH3:1][N:2]1[CH2:7][CH2:6][N:5]([C:8]2[CH:9]=[CH:10][C:11]([C:14]([OH:16])=[O:15])=[N:12][CH:13]=2)[CH2:4][CH2:3]1. The yield is 0.740. (4) The reactants are [CH3:1][C:2]1[S:6][C:5]([C:7]([OH:9])=O)=[CH:4][C:3]=1[C:10]1[N:14]([CH3:15])[N:13]=[CH:12][C:11]=1[CH:16]([CH3:18])[CH3:17].[NH2:19][C@@H:20]([CH2:33][C:34]1[CH:39]=[CH:38][CH:37]=[CH:36][C:35]=1[C:40]([F:43])([F:42])[F:41])[CH2:21][N:22]1[C:30](=[O:31])[C:29]2[C:24](=[CH:25][CH:26]=[CH:27][CH:28]=2)[C:23]1=[O:32].C(N(C(C)C)CC)(C)C.F[P-](F)(F)(F)(F)F.Br[P+](N1CCCC1)(N1CCCC1)N1CCCC1. The catalyst is C(Cl)Cl. The product is [O:31]=[C:30]1[C:29]2[C:24](=[CH:25][CH:26]=[CH:27][CH:28]=2)[C:23](=[O:32])[N:22]1[CH2:21][C@@H:20]([NH:19][C:7]([C:5]1[S:6][C:2]([CH3:1])=[C:3]([C:10]2[N:14]([CH3:15])[N:13]=[CH:12][C:11]=2[CH:16]([CH3:18])[CH3:17])[CH:4]=1)=[O:9])[CH2:33][C:34]1[CH:39]=[CH:38][CH:37]=[CH:36][C:35]=1[C:40]([F:42])([F:41])[F:43]. The yield is 0.642.